This data is from Full USPTO retrosynthesis dataset with 1.9M reactions from patents (1976-2016). The task is: Predict the reactants needed to synthesize the given product. (1) Given the product [CH2:1]([C:3]1[C:4]([NH:11][C@@H:12]2[C:20]3[CH:30]=[CH:31][S:32][C:19]=3[CH2:18][CH2:17][C@@H:16]2[CH2:15][CH2:14][CH3:13])=[N:5][C:6]([CH2:9][CH3:10])=[CH:7][N:8]=1)[CH3:2], predict the reactants needed to synthesize it. The reactants are: [CH2:1]([C:3]1[C:4]([NH:11][C@@H:12]2[C:20]3[C:15](=[CH:16][CH:17]=[CH:18][CH:19]=3)[CH2:14][C@@H:13]2O)=[N:5][C:6]([CH2:9][CH3:10])=[CH:7][N:8]=1)[CH3:2].C([C@@H]1[C@H](N)C2[CH:30]=[CH:31][S:32]C=2CC1)CC. (2) Given the product [CH3:9][C:4]1([CH3:5])[CH2:41][C:40](=[O:39])[CH2:6][CH2:7][C:2]([CH3:32])([CH3:1])[P:3]1[C:11]1[CH:16]=[CH:15][CH:14]=[CH:13][C:12]=1[C:17]1[C:18]([CH:29]([CH3:31])[CH3:30])=[CH:19][C:20]([CH:26]([CH3:28])[CH3:27])=[CH:21][C:22]=1[CH:23]([CH3:25])[CH3:24], predict the reactants needed to synthesize it. The reactants are: [CH3:1][C:2]1([CH3:32])[CH2:7][C:6](=O)[CH2:5][C:4](C)([CH3:9])[P:3]1[C:11]1[CH:16]=[CH:15][CH:14]=[CH:13][C:12]=1[C:17]1[C:22]([CH:23]([CH3:25])[CH3:24])=[CH:21][C:20]([CH:26]([CH3:28])[CH3:27])=[CH:19][C:18]=1[CH:29]([CH3:31])[CH3:30].B(F)(F)F.CC[O:39][CH2:40][CH3:41].P.C[Si](C=[N+]=[N-])(C)C. (3) Given the product [Br:1][C:2]1[CH:7]=[CH:6][CH:5]=[CH:4][C:3]=1[N:8]1[CH2:13][CH2:12][N:11]([CH3:15])[CH2:10][CH2:9]1, predict the reactants needed to synthesize it. The reactants are: [Br:1][C:2]1[CH:7]=[CH:6][CH:5]=[CH:4][C:3]=1[N:8]1[CH2:13][CH2:12][NH:11][CH2:10][CH2:9]1.[BH3-][C:15]#N.[Na+]. (4) Given the product [Br:1][C:2]1[C:10]2[S:9][C:8]([CH2:11][OH:12])=[CH:7][C:6]=2[CH:5]=[CH:4][CH:3]=1, predict the reactants needed to synthesize it. The reactants are: [Br:1][C:2]1[C:10]2[S:9][C:8]([C:11](O)=[O:12])=[CH:7][C:6]=2[CH:5]=[CH:4][CH:3]=1.B.C1COCC1.Cl.B.